This data is from Forward reaction prediction with 1.9M reactions from USPTO patents (1976-2016). The task is: Predict the product of the given reaction. (1) Given the reactants [C:1]1([CH3:14])[CH:6]=[C:5]([CH3:7])[CH:4]=[C:3]([CH3:8])[C:2]=1[S:9]([O:12][NH2:13])(=[O:11])=[O:10].[CH3:15][C:16]1[CH:25]=[N:24][CH:23]=[CH:22][C:17]=1[C:18]([O:20][CH3:21])=[O:19], predict the reaction product. The product is: [CH3:8][C:3]1[CH:4]=[C:5]([CH3:7])[CH:6]=[C:1]([CH3:14])[C:2]=1[S:9]([O-:12])(=[O:11])=[O:10].[NH2:13][N+:24]1[CH:23]=[CH:22][C:17]([C:18]([O:20][CH3:21])=[O:19])=[C:16]([CH3:15])[CH:25]=1. (2) Given the reactants [H-].[Na+].[OH:3][C:4]1[C:9]2[CH2:10][O:11][C@:12]3([CH3:24])[C@H:16]([C:8]=2[CH:7]=[CH:6][CH:5]=1)[CH2:15][N:14]([C:17]([O:19][C:20]([CH3:23])([CH3:22])[CH3:21])=[O:18])[CH2:13]3.I[CH2:26][CH3:27], predict the reaction product. The product is: [CH2:26]([O:3][C:4]1[C:9]2[CH2:10][O:11][C@:12]3([CH3:24])[C@H:16]([C:8]=2[CH:7]=[CH:6][CH:5]=1)[CH2:15][N:14]([C:17]([O:19][C:20]([CH3:23])([CH3:22])[CH3:21])=[O:18])[CH2:13]3)[CH3:27]. (3) Given the reactants Br[CH:2]1[CH2:6][CH2:5][N:4]([CH2:7][C:8]2[CH:13]=[CH:12][C:11]([CH3:14])=[C:10]([F:15])[CH:9]=2)[C:3]1=[O:16].[CH3:17][O:18][C:19]1[CH:24]=[CH:23][C:22]([C@@H:25]2[CH2:30][CH2:29][NH:28][CH2:27][C@H:26]2[OH:31])=[CH:21][CH:20]=1.C(N(CC)CC)C, predict the reaction product. The product is: [F:15][C:10]1[CH:9]=[C:8]([CH:13]=[CH:12][C:11]=1[CH3:14])[CH2:7][N:4]1[CH2:5][CH2:6][CH:2]([N:28]2[CH2:29][CH2:30][C@@H:25]([C:22]3[CH:23]=[CH:24][C:19]([O:18][CH3:17])=[CH:20][CH:21]=3)[C@H:26]([OH:31])[CH2:27]2)[C:3]1=[O:16]. (4) Given the reactants C(N(CC)CC)C.Cl.[C:9]([NH:17][CH2:18][CH:19]([C:21]1[CH:26]=[CH:25][CH:24]=[CH:23][CH:22]=1)[NH2:20])(=[O:16])[C:10]1[CH:15]=[CH:14][CH:13]=[CH:12][CH:11]=1.Cl[C:28]([O:30][CH2:31][C:32]1[CH:37]=[CH:36][CH:35]=[CH:34][CH:33]=1)=[O:29], predict the reaction product. The product is: [CH2:31]([O:30][C:28]([NH:20][CH:19]([C:21]1[CH:26]=[CH:25][CH:24]=[CH:23][CH:22]=1)[CH2:18][NH:17][C:9](=[O:16])[C:10]1[CH:11]=[CH:12][CH:13]=[CH:14][CH:15]=1)=[O:29])[C:32]1[CH:37]=[CH:36][CH:35]=[CH:34][CH:33]=1. (5) Given the reactants [CH3:1][O:2][C:3](=[O:28])[C:4]1[CH:9]=[C:8]([O:10][CH3:11])[CH:7]=[CH:6][C:5]=1[NH:12][C:13]1[N:17]([C:18]2[CH:23]=[CH:22][CH:21]=[CH:20][C:19]=2[CH2:24][CH3:25])[N:16]=[C:15]([CH3:26])[C:14]=1Br.Cl.[N:30]1[C:39]2[C:34](=[CH:35][C:36](OB(O)O)=[CH:37][CH:38]=2)[N:33]=[CH:32][CH:31]=1.C(=O)([O-])[O-].[Na+].[Na+], predict the reaction product. The product is: [CH3:1][O:2][C:3](=[O:28])[C:4]1[CH:9]=[C:8]([O:10][CH3:11])[CH:7]=[CH:6][C:5]=1[NH:12][C:13]1[N:17]([C:18]2[CH:23]=[CH:22][CH:21]=[CH:20][C:19]=2[CH2:24][CH3:25])[N:16]=[C:15]([CH3:26])[C:14]=1[C:37]1[CH:38]=[C:39]2[C:34](=[CH:35][CH:36]=1)[N:33]=[CH:32][CH:31]=[N:30]2. (6) Given the reactants FC1C=CC=CC=1C1CCNCC1.C([O-])([O-])=O.[Na+].[Na+].ClC[C:22]1[N:26]([CH3:27])[C:25]2[CH:28]=[CH:29][CH:30]=[C:31](F)[C:24]=2[N:23]=1, predict the reaction product. The product is: [CH3:27][N:26]1[C:25]2[CH:28]=[CH:29][CH:30]=[CH:31][C:24]=2[N:23]=[CH:22]1.